Dataset: Forward reaction prediction with 1.9M reactions from USPTO patents (1976-2016). Task: Predict the product of the given reaction. Given the reactants [CH3:1][C:2]1[CH:6]=[C:5]([CH3:7])[NH:4][N:3]=1.Cl[S:9]([C:12]1[N:16]=[CH:15][N:14]([C:17](=[O:21])[N:18]([CH3:20])[CH3:19])[N:13]=1)(=[O:11])=[O:10].C(=O)([O-])[O-].[K+].[K+], predict the reaction product. The product is: [CH3:1][C:2]1[CH:6]=[C:5]([CH3:7])[N:4]([S:9]([C:12]2[N:16]=[CH:15][N:14]([C:17](=[O:21])[N:18]([CH3:19])[CH3:20])[N:13]=2)(=[O:10])=[O:11])[N:3]=1.